Task: Predict which catalyst facilitates the given reaction.. Dataset: Catalyst prediction with 721,799 reactions and 888 catalyst types from USPTO (1) Reactant: [CH3:1][N:2]1[C:6]([C:7]2[CH:12]=[CH:11][N:10]=[CH:9][CH:8]=2)=[CH:5][CH:4]=[N:3]1.CN1C=CC(C2C=CN=CC=2)=N1.[Br:25]Br.C(=O)(O)[O-].[Na+]. Product: [Br:25][C:5]1[CH:4]=[N:3][N:2]([CH3:1])[C:6]=1[C:7]1[CH:12]=[CH:11][N:10]=[CH:9][CH:8]=1. The catalyst class is: 452. (2) Reactant: [F:1][C:2]1[CH:3]=[C:4]([C@H:8]2[CH2:12][C@@H:11]([OH:13])[CH2:10][N:9]2[C:14]([O:16][C:17]([CH3:20])([CH3:19])[CH3:18])=[O:15])[CH:5]=[CH:6][CH:7]=1.CC(OI1(OC(C)=O)(OC(C)=O)OC(=O)C2C=CC=CC1=2)=O.[OH-].[Na+]. Product: [F:1][C:2]1[CH:3]=[C:4]([C@H:8]2[CH2:12][C:11](=[O:13])[CH2:10][N:9]2[C:14]([O:16][C:17]([CH3:20])([CH3:19])[CH3:18])=[O:15])[CH:5]=[CH:6][CH:7]=1. The catalyst class is: 448. (3) Reactant: [H-].[Na+].[OH:3][CH2:4][C:5]([O:7][CH3:8])=[O:6].[Br:9][C:10]1[CH:15]=[CH:14][CH:13]=[C:12]([CH2:16]Br)[N:11]=1. Product: [CH3:8][O:7][C:5](=[O:6])[CH2:4][O:3][CH2:16][C:12]1[CH:13]=[CH:14][CH:15]=[C:10]([Br:9])[N:11]=1. The catalyst class is: 9. (4) Reactant: C([O:3][C:4]([C:6]1([S:16]([C:19]2[CH:24]=[CH:23][C:22]([O:25][CH2:26][CH2:27][CH2:28][CH3:29])=[CH:21][CH:20]=2)(=[O:18])=[O:17])[CH2:11][CH2:10][N:9]([CH2:12][CH2:13][CH2:14][CH3:15])[CH2:8][CH2:7]1)=[O:5])C. Product: [CH2:12]([N:9]1[CH2:8][CH2:7][C:6]([S:16]([C:19]2[CH:24]=[CH:23][C:22]([O:25][CH2:26][CH2:27][CH2:28][CH3:29])=[CH:21][CH:20]=2)(=[O:18])=[O:17])([C:4]([OH:5])=[O:3])[CH2:11][CH2:10]1)[CH2:13][CH2:14][CH3:15]. The catalyst class is: 273. (5) Reactant: [CH3:1][Mg]Br.[Cl:4][C:5]1[CH:12]=[C:11]([C:13]2[CH:14]=[N:15][CH:16]=[CH:17][C:18]=2[CH:19]=[O:20])[CH:10]=[CH:9][C:6]=1[C:7]#[N:8]. Product: [Cl:4][C:5]1[CH:12]=[C:11]([C:13]2[CH:14]=[N:15][CH:16]=[CH:17][C:18]=2[CH:19]([OH:20])[CH3:1])[CH:10]=[CH:9][C:6]=1[C:7]#[N:8]. The catalyst class is: 1. (6) Reactant: [Cl:1][C:2]1[CH:3]=[C:4]([CH:10]([C:33]([F:36])([F:35])[F:34])/[CH:11]=[CH:12]/[C:13]2[CH:14]=[C:15]3[C:19](=[CH:20][CH:21]=2)[N:18]([C:22](=[O:32])[CH2:23][NH:24]C(=O)OC(C)(C)C)[CH:17]=[CH:16]3)[CH:5]=[C:6]([Cl:9])[C:7]=1[F:8].C(O)(C(F)(F)F)=O. Product: [NH2:24][CH2:23][C:22]([N:18]1[C:19]2[C:15](=[CH:14][C:13](/[CH:12]=[CH:11]/[CH:10]([C:4]3[CH:3]=[C:2]([Cl:1])[C:7]([F:8])=[C:6]([Cl:9])[CH:5]=3)[C:33]([F:35])([F:36])[F:34])=[CH:21][CH:20]=2)[CH:16]=[CH:17]1)=[O:32]. The catalyst class is: 2. (7) Reactant: [C:1]1([CH3:10])[CH:6]=[CH:5][C:4]([S:7]([O-:9])=[O:8])=[CH:3][CH:2]=1.[Na+].C1(C)C=CC=CC=1.Cl[CH2:20][C:21](=[O:23])[CH3:22]. Product: [CH3:10][C:1]1[CH:6]=[CH:5][C:4]([S:7]([CH2:20][C:21](=[O:23])[CH3:22])(=[O:9])=[O:8])=[CH:3][CH:2]=1. The catalyst class is: 568.